This data is from Full USPTO retrosynthesis dataset with 1.9M reactions from patents (1976-2016). The task is: Predict the reactants needed to synthesize the given product. Given the product [CH3:25][O:26][C:27](=[O:31])[CH:28]([NH:29][C:20]([C:13]1[N:14]=[C:15]([Cl:19])[C:16]2[C:11]([C:12]=1[OH:23])=[CH:10][C:9]([O:8][CH2:1][C:2]1[CH:3]=[CH:4][CH:5]=[CH:6][CH:7]=1)=[CH:18][CH:17]=2)=[O:22])[CH3:30], predict the reactants needed to synthesize it. The reactants are: [CH2:1]([O:8][C:9]1[CH:10]=[C:11]2[C:16](=[CH:17][CH:18]=1)[C:15]([Cl:19])=[N:14][C:13]([C:20]([OH:22])=O)=[C:12]2[OH:23])[C:2]1[CH:7]=[CH:6][CH:5]=[CH:4][CH:3]=1.Cl.[CH3:25][O:26][C:27](=[O:31])[C@@H:28]([CH3:30])[NH2:29].